Dataset: Catalyst prediction with 721,799 reactions and 888 catalyst types from USPTO. Task: Predict which catalyst facilitates the given reaction. Product: [F:1][C:2]([F:17])([F:16])[C:3]1[C:5]2[CH2:14][CH2:13][C:12]3[CH:11]=[CH:10][CH:9]=[CH:8][C:7]=3[C:6]=2[N:24]([C:23]2[CH:18]=[CH:19][C:20]([S:26]([NH2:29])(=[O:28])=[O:27])=[CH:21][CH:22]=2)[N:25]=1. The catalyst class is: 8. Reactant: [F:1][C:2]([F:17])([F:16])[C:3]([CH:5]1[CH2:14][CH2:13][C:12]2[C:7](=[CH:8][CH:9]=[CH:10][CH:11]=2)[C:6]1=O)=O.[CH:18]1[C:23]([NH:24][NH2:25])=[CH:22][CH:21]=[C:20]([S:26]([NH2:29])(=[O:28])=[O:27])[CH:19]=1.Cl.